Dataset: Catalyst prediction with 721,799 reactions and 888 catalyst types from USPTO. Task: Predict which catalyst facilitates the given reaction. (1) Reactant: C(NC(C)C)(C)C.[Li]CCCC.[F:13][C:14]1[CH:19]=[CH:18][CH:17]=[C:16]([C:20]([F:23])([F:22])[F:21])[N:15]=1.[I:24]I. Product: [F:13][C:14]1[C:19]([I:24])=[CH:18][CH:17]=[C:16]([C:20]([F:21])([F:22])[F:23])[N:15]=1. The catalyst class is: 1. (2) Reactant: [NH:1]1[C:5]2=[N:6][CH:7]=[CH:8][CH:9]=[C:4]2[C:3]([C:10]([OH:12])=[O:11])=[N:2]1.[CH3:13]O. The catalyst class is: 82. Product: [NH:1]1[C:5]2=[N:6][CH:7]=[CH:8][CH:9]=[C:4]2[C:3]([C:10]([O:12][CH3:13])=[O:11])=[N:2]1. (3) Reactant: C([O:3][C:4](=[O:36])[C:5]1[CH:10]=[CH:9][CH:8]=[C:7]([N:11]2[C:15]([CH3:16])=[CH:14][CH:13]=[C:12]2[C:17]2[CH:22]=[C:21]([C:23]([F:26])([F:25])[F:24])[CH:20]=[CH:19][C:18]=2[O:27][CH2:28][C:29]2[CH:34]=[CH:33][C:32]([Cl:35])=[CH:31][CH:30]=2)[CH:6]=1)C.[OH-].[Na+].CCO. Product: [F:26][C:23]([F:24])([F:25])[C:21]1[CH:20]=[CH:19][C:18]([O:27][CH2:28][C:29]2[CH:30]=[CH:31][C:32]([Cl:35])=[CH:33][CH:34]=2)=[C:17]([C:12]2[N:11]([C:7]3[CH:6]=[C:5]([CH:10]=[CH:9][CH:8]=3)[C:4]([OH:36])=[O:3])[C:15]([CH3:16])=[CH:14][CH:13]=2)[CH:22]=1. The catalyst class is: 25. (4) Reactant: [ClH:1].C(OC([N:9]1[C@H:13]([C:14]2[CH:19]=[CH:18][CH:17]=[CH:16][CH:15]=2)[C@H:12]([C:20]2[CH:25]=[CH:24][CH:23]=[CH:22][CH:21]=2)[N:11]=[C:10]1[NH:26][CH2:27][C:28]1[CH:33]=[C:32]([F:34])[C:31]([F:35])=[C:30]([F:36])[CH:29]=1)=O)(C)(C)C. Product: [ClH:1].[C:14]1([C@H:13]2[C@@H:12]([C:20]3[CH:21]=[CH:22][CH:23]=[CH:24][CH:25]=3)[NH:11][C:10]([NH:26][CH2:27][C:28]3[CH:33]=[C:32]([F:34])[C:31]([F:35])=[C:30]([F:36])[CH:29]=3)=[N:9]2)[CH:19]=[CH:18][CH:17]=[CH:16][CH:15]=1. The catalyst class is: 25.